Dataset: Forward reaction prediction with 1.9M reactions from USPTO patents (1976-2016). Task: Predict the product of the given reaction. Given the reactants CC1(C)[O:7][CH2:6][CH:5]([O:8][C:9]2[CH:14]=[CH:13][C:12]([N:15]3[C:19]([CH3:21])([CH3:20])[C:18](=[O:22])[N:17]([C:23]4[CH:30]=[CH:29][C:26]([C:27]#[N:28])=[C:25]([C:31]([F:34])([F:33])[F:32])[CH:24]=4)[C:16]3=[S:35])=[CH:11][C:10]=2[F:36])[CH2:4][O:3]1.Cl.O.C(=O)([O-])[O-].[K+].[K+], predict the reaction product. The product is: [OH:7][CH2:6][CH:5]([O:8][C:9]1[CH:14]=[CH:13][C:12]([N:15]2[C:19]([CH3:21])([CH3:20])[C:18](=[O:22])[N:17]([C:23]3[CH:30]=[CH:29][C:26]([C:27]#[N:28])=[C:25]([C:31]([F:33])([F:34])[F:32])[CH:24]=3)[C:16]2=[S:35])=[CH:11][C:10]=1[F:36])[CH2:4][OH:3].